This data is from Reaction yield outcomes from USPTO patents with 853,638 reactions. The task is: Predict the reaction yield, written as a fraction of the theoretical maximum amount of product (1.0 means a 100% yield; for example, 0.34 means a 34% yield). (1) The catalyst is C1COCC1. The reactants are [CH3:1][C:2]1[CH:10]=[CH:9][C:5]([CH2:6][Mg]Cl)=[CH:4][CH:3]=1.[Br:11][C:12]1[C:13]([CH3:32])=[N:14][O:15][C:16]=1[NH:17][S:18]([C:21]1[CH:25]=[CH:24][S:23][C:22]=1[C:26](N(C)OC)=[O:27])(=[O:20])=[O:19]. The product is [Br:11][C:12]1[C:13]([CH3:32])=[N:14][O:15][C:16]=1[NH:17][S:18]([C:21]1[CH:25]=[CH:24][S:23][C:22]=1[C:26](=[O:27])[CH2:6][C:5]1[CH:9]=[CH:10][C:2]([CH3:1])=[CH:3][CH:4]=1)(=[O:19])=[O:20]. The yield is 0.780. (2) The reactants are [I:1][C:2]1[N:3]=[C:4]([CH:15]=[O:16])[N:5]([CH2:7][O:8][CH2:9][CH2:10][Si:11]([CH3:14])([CH3:13])[CH3:12])[CH:6]=1.[BH4-].[Na+].O. The catalyst is C(O)C. The product is [I:1][C:2]1[N:3]=[C:4]([CH2:15][OH:16])[N:5]([CH2:7][O:8][CH2:9][CH2:10][Si:11]([CH3:12])([CH3:13])[CH3:14])[CH:6]=1. The yield is 0.870.